From a dataset of Reaction yield outcomes from USPTO patents with 853,638 reactions. Predict the reaction yield, written as a fraction of the theoretical maximum amount of product (1.0 means a 100% yield; for example, 0.34 means a 34% yield). (1) The reactants are [NH2:1][C:2]1[CH:7]=[CH:6][C:5]([C:8]2[N:9]([CH2:21][CH3:22])[C:10]3[C:15]([C:16]=2[C:17]#[N:18])=[CH:14][CH:13]=[C:12]([O:19][CH3:20])[CH:11]=3)=[CH:4][CH:3]=1.Cl[C:24]([O:26][CH2:27][CH3:28])=[O:25]. The catalyst is CCOC(C)=O.C([O-])(O)=O.[Na+].O. The product is [CH2:27]([O:26][C:24](=[O:25])[NH:1][C:2]1[CH:3]=[CH:4][C:5]([C:8]2[N:9]([CH2:21][CH3:22])[C:10]3[C:15]([C:16]=2[C:17]#[N:18])=[CH:14][CH:13]=[C:12]([O:19][CH3:20])[CH:11]=3)=[CH:6][CH:7]=1)[CH3:28]. The yield is 0.550. (2) The reactants are Cl.CCOC(C)=O.C([O:12][C:13](=[O:53])[C:14]([CH3:52])([CH3:51])[CH2:15][O:16][C:17]([O:19][CH:20]([N:22]1[N:26]=[C:25]([C:27]2[CH:32]=[CH:31][CH:30]=[C:29]([O:33][CH2:34][C:35]3[CH:40]=[C:39]([C:41]([F:44])([F:43])[F:42])[CH:38]=[CH:37][C:36]=3[C:45]([F:48])([F:47])[F:46])[CH:28]=2)[C:24]([C:49]#[N:50])=[N:23]1)[CH3:21])=[O:18])(C)(C)C. The catalyst is O. The product is [F:48][C:45]([F:46])([F:47])[C:36]1[CH:37]=[CH:38][C:39]([C:41]([F:43])([F:44])[F:42])=[CH:40][C:35]=1[CH2:34][O:33][C:29]1[CH:28]=[C:27]([C:25]2[C:24]([C:49]#[N:50])=[N:23][N:22]([CH:20]([O:19][C:17]([O:16][CH2:15][C:14]([CH3:51])([CH3:52])[C:13]([OH:53])=[O:12])=[O:18])[CH3:21])[N:26]=2)[CH:32]=[CH:31][CH:30]=1. The yield is 0.880. (3) The reactants are Br[C:2]1[CH:3]=[N:4][CH:5]=[C:6]([N:10]2[C:22](=[O:23])[C:21]3[S:20][C:19]4[CH2:18][CH2:17][CH2:16][CH2:15][C:14]=4[C:13]=3[CH:12]=[N:11]2)[C:7]=1[CH:8]=[O:9].[CH3:24][N:25]1[CH:30]=[C:29](B2OC(C)(C)C(C)(C)O2)[CH:28]=[C:27]([NH:40][C:41]2[CH:46]=[CH:45][C:44]([N:47]3[CH2:52][CH2:51][N:50]([CH:53]4[CH2:56][O:55][CH2:54]4)[CH2:49][CH2:48]3)=[CH:43][N:42]=2)[C:26]1=[O:57].[O-]P([O-])([O-])=O.[K+].[K+].[K+].CC([O-])=O.[Na+]. The catalyst is CC#N.O.C1C=CC(P(C2C=CC=CC=2)[C-]2C=CC=C2)=CC=1.C1C=CC(P(C2C=CC=CC=2)[C-]2C=CC=C2)=CC=1.Cl[Pd]Cl.[Fe+2]. The product is [CH3:24][N:25]1[C:26](=[O:57])[C:27]([NH:40][C:41]2[CH:46]=[CH:45][C:44]([N:47]3[CH2:52][CH2:51][N:50]([CH:53]4[CH2:54][O:55][CH2:56]4)[CH2:49][CH2:48]3)=[CH:43][N:42]=2)=[CH:28][C:29]([C:2]2[CH:3]=[N:4][CH:5]=[C:6]([N:10]3[C:22](=[O:23])[C:21]4[S:20][C:19]5[CH2:18][CH2:17][CH2:16][CH2:15][C:14]=5[C:13]=4[CH:12]=[N:11]3)[C:7]=2[CH:8]=[O:9])=[CH:30]1. The yield is 0.350. (4) The reactants are C(=O)([O-])[O-].[K+].[K+].[Cl:7][C:8]1[C:17]2[C:12](=[CH:13][CH:14]=[CH:15][CH:16]=2)[C:11]([OH:18])=[CH:10][N:9]=1.Br[CH2:20][CH:21]([F:23])[F:22].O. The catalyst is CN(C=O)C.CCOC(C)=O. The product is [Cl:7][C:8]1[C:17]2[C:12](=[CH:13][CH:14]=[CH:15][CH:16]=2)[C:11]([O:18][CH2:20][CH:21]([F:23])[F:22])=[CH:10][N:9]=1. The yield is 0.920. (5) The reactants are C(OC([N:6]1[C:34]2[C:29](=[CH:30][CH:31]=[C:32]([Cl:35])[CH:33]=2)[C:8]2([CH:13]([C:14]3[CH:19]=[CH:18][CH:17]=[C:16]([Cl:20])[CH:15]=3)[CH2:12][C:11](=[O:21])[NH:10][CH:9]2[C:22]2[CH:27]=[CH:26][CH:25]=[C:24]([F:28])[CH:23]=2)[C:7]1=[O:36])=O)C.[OH-].[Na+]. No catalyst specified. The product is [Cl:35][C:32]1[CH:33]=[C:34]2[NH:6][C:7](=[O:36])[C:8]3([CH:13]([C:14]4[CH:19]=[CH:18][CH:17]=[C:16]([Cl:20])[CH:15]=4)[CH2:12][C:11](=[O:21])[NH:10][CH:9]3[C:22]3[CH:27]=[CH:26][CH:25]=[C:24]([F:28])[CH:23]=3)[C:29]2=[CH:30][CH:31]=1. The yield is 0.500. (6) The reactants are Br[C:2]1[CH:3]=[N:4][C:5]([N:10]2[CH2:15][CH2:14][CH:13]([C:16]3[O:17][C:18]([C:21]([F:24])([F:23])[F:22])=[N:19][N:20]=3)[CH2:12][CH2:11]2)=[C:6]([CH:9]=1)[C:7]#[N:8].C([O-])(=O)C.[K+].[B:30]1([B:30]2[O:34][C:33]([CH3:36])([CH3:35])[C:32]([CH3:38])([CH3:37])[O:31]2)[O:34][C:33]([CH3:36])([CH3:35])[C:32]([CH3:38])([CH3:37])[O:31]1. The catalyst is O1CCOCC1.C1(P(C2C=CC=CC=2)[C-]2C=CC=C2)C=CC=CC=1.[C-]1(P(C2C=CC=CC=2)C2C=CC=CC=2)C=CC=C1.[Fe+2].C1C=CC(P(C2C=CC=CC=2)[C-]2C=CC=C2)=CC=1.C1C=CC(P(C2C=CC=CC=2)[C-]2C=CC=C2)=CC=1.Cl[Pd]Cl.[Fe+2]. The product is [CH3:37][C:32]1([CH3:38])[C:33]([CH3:36])([CH3:35])[O:34][B:30]([C:2]2[CH:3]=[N:4][C:5]([N:10]3[CH2:15][CH2:14][CH:13]([C:16]4[O:17][C:18]([C:21]([F:24])([F:23])[F:22])=[N:19][N:20]=4)[CH2:12][CH2:11]3)=[C:6]([CH:9]=2)[C:7]#[N:8])[O:31]1. The yield is 0.537.